This data is from Full USPTO retrosynthesis dataset with 1.9M reactions from patents (1976-2016). The task is: Predict the reactants needed to synthesize the given product. Given the product [C:18]([S:15][CH2:14][C@@H:13]1[N:8]([CH2:1][C:2]2[CH:3]=[CH:4][CH:5]=[CH:6][CH:7]=2)[C:9](=[O:17])[CH2:10][NH:11][C:12]1=[O:16])(=[O:25])[C:19]1[CH:24]=[CH:23][CH:22]=[CH:21][CH:20]=1, predict the reactants needed to synthesize it. The reactants are: [CH2:1]([N:8]1[C@@H:13]([CH2:14][SH:15])[C:12](=[O:16])[NH:11][CH2:10][C:9]1=[O:17])[C:2]1[CH:7]=[CH:6][CH:5]=[CH:4][CH:3]=1.[C:18](Cl)(=[O:25])[C:19]1[CH:24]=[CH:23][CH:22]=[CH:21][CH:20]=1.